Dataset: Reaction yield outcomes from USPTO patents with 853,638 reactions. Task: Predict the reaction yield, written as a fraction of the theoretical maximum amount of product (1.0 means a 100% yield; for example, 0.34 means a 34% yield). (1) The reactants are F[C:2]1[CH:3]=[C:4]2[C:12](=[CH:13][CH:14]=1)[N:11]([CH2:15][C:16]1[CH:25]=[CH:24][C:19]([C:20]([O:22][CH3:23])=[O:21])=[CH:18][CH:17]=1)[C:10]1[CH2:9][CH2:8][C:7](=[CH2:26])[C:6](=[O:27])[C:5]2=1.[CH:28]1([C:31]([N:33]2[CH2:38][CH2:37][NH:36][CH2:35][CH2:34]2)=[O:32])[CH2:30][CH2:29]1. The catalyst is C1(C)C=CC=CC=1. The product is [CH:28]1([C:31]([N:33]2[CH2:38][CH2:37][N:36]([CH2:26][CH:7]3[C:6](=[O:27])[C:5]4[C:4]5[C:12](=[CH:13][CH:14]=[CH:2][CH:3]=5)[N:11]([CH2:15][C:16]5[CH:17]=[CH:18][C:19]([C:20]([O:22][CH3:23])=[O:21])=[CH:24][CH:25]=5)[C:10]=4[CH2:9][CH2:8]3)[CH2:35][CH2:34]2)=[O:32])[CH2:29][CH2:30]1. The yield is 0.390. (2) The reactants are Cl.[NH:2]([C:4]1[C:5]2[CH:12]=[CH:11][NH:10][C:6]=2[N:7]=[CH:8][N:9]=1)[NH2:3].CCN(C(C)C)C(C)C.[CH3:22][O:23][C:24]1[CH:31]=[CH:30][C:27]([CH:28]=O)=[CH:26][CH:25]=1.C(O)(=O)C.C(O)(=O)C.IC1C=CC=CC=1. The catalyst is C(Cl)Cl.CO. The product is [CH3:22][O:23][C:24]1[CH:31]=[CH:30][C:27]([C:28]2[N:9]3[CH:8]=[N:7][C:6]4[NH:10][CH:11]=[CH:12][C:5]=4[C:4]3=[N:2][N:3]=2)=[CH:26][CH:25]=1. The yield is 0.0300.